From a dataset of Full USPTO retrosynthesis dataset with 1.9M reactions from patents (1976-2016). Predict the reactants needed to synthesize the given product. (1) The reactants are: [CH3:1][O:2][C:3]1[CH:4]=[C:5]([CH2:9][CH2:10][NH2:11])[CH:6]=[CH:7][CH:8]=1.O.[CH:13](O)=[O:14]. Given the product [CH3:1][O:2][C:3]1[CH:4]=[C:5]([CH2:9][CH2:10][NH:11][CH:13]=[O:14])[CH:6]=[CH:7][CH:8]=1, predict the reactants needed to synthesize it. (2) Given the product [CH2:29]([N:9]1[C:10]([C:11](=[O:28])[NH:12][C:13]2[CH:18]=[CH:17][N:16]3[N:19]=[C:20]([C:22]4[CH:23]=[CH:24][CH:25]=[CH:26][CH:27]=4)[N:21]=[C:15]3[CH:14]=2)=[C:6]([C:4]([OH:5])=[O:3])[CH:7]=[N:8]1)[C:30]1[CH:31]=[CH:32][CH:33]=[CH:34][CH:35]=1, predict the reactants needed to synthesize it. The reactants are: C([O:3][C:4]([C:6]1[CH:7]=[N:8][N:9]([CH2:29][C:30]2[CH:35]=[CH:34][CH:33]=[CH:32][CH:31]=2)[C:10]=1[C:11](=[O:28])[NH:12][C:13]1[CH:18]=[CH:17][N:16]2[N:19]=[C:20]([C:22]3[CH:27]=[CH:26][CH:25]=[CH:24][CH:23]=3)[N:21]=[C:15]2[CH:14]=1)=[O:5])C.O.[OH-].[Li+].Cl. (3) Given the product [CH:34]([O:37][C:38]1[CH:43]=[CH:42][CH:41]=[CH:40][C:39]=1[C:2]1[C:22]([O:23][CH3:24])=[CH:21][C:5]2[N:6]([CH3:20])[C:7](=[O:19])[CH2:8][N:9]=[C:10]([C:11]3[CH:12]=[C:13]([CH:16]=[CH:17][CH:18]=3)[C:14]#[N:15])[C:4]=2[CH:3]=1)([CH3:36])[CH3:35], predict the reactants needed to synthesize it. The reactants are: Br[C:2]1[C:22]([O:23][CH3:24])=[CH:21][C:5]2[N:6]([CH3:20])[C:7](=[O:19])[CH2:8][N:9]=[C:10]([C:11]3[CH:12]=[C:13]([CH:16]=[CH:17][CH:18]=3)[C:14]#[N:15])[C:4]=2[CH:3]=1.C1(B(O)O)C=CC=CC=1.[CH:34]([O:37][C:38]1[CH:43]=[CH:42][CH:41]=[CH:40][C:39]=1B(O)O)([CH3:36])[CH3:35].